Dataset: Forward reaction prediction with 1.9M reactions from USPTO patents (1976-2016). Task: Predict the product of the given reaction. (1) Given the reactants [H-].[Na+].[Cl:3][C:4]1[CH:13]=[C:12]2[C:7]([C:8](=[O:16])[C:9]([C:14]#[N:15])=[CH:10][NH:11]2)=[CH:6][C:5]=1[N+:17]([O-:19])=[O:18].[CH3:20][Si:21]([CH3:28])([CH3:27])[CH2:22][CH2:23][O:24][CH2:25]Cl, predict the reaction product. The product is: [Cl:3][C:4]1[CH:13]=[C:12]2[C:7]([C:8](=[O:16])[C:9]([C:14]#[N:15])=[CH:10][N:11]2[CH2:25][O:24][CH2:23][CH2:22][Si:21]([CH3:28])([CH3:27])[CH3:20])=[CH:6][C:5]=1[N+:17]([O-:19])=[O:18]. (2) Given the reactants [O:1]=[C:2]1[CH2:7][O:6][CH2:5][CH2:4][N:3]1[C:8]1[CH:13]=[CH:12][C:11]([NH:14][C:15](=[O:21])[N:16]([CH2:18][CH2:19][CH3:20])[NH2:17])=[CH:10][CH:9]=1.[Cl:22][C:23]1[S:27][C:26]([C:28](O)=[O:29])=[CH:25][CH:24]=1.Cl.CN(C)CCCN=C=NCC.ON1C2C=CC=CC=2N=N1.CN1CCOCC1, predict the reaction product. The product is: [Cl:22][C:23]1[S:27][C:26]([C:28]([NH:17][N:16]([CH2:18][CH2:19][CH3:20])[C:15]([NH:14][C:11]2[CH:10]=[CH:9][C:8]([N:3]3[CH2:4][CH2:5][O:6][CH2:7][C:2]3=[O:1])=[CH:13][CH:12]=2)=[O:21])=[O:29])=[CH:25][CH:24]=1. (3) Given the reactants [C:1]([CH2:3][C:4]1[CH:13]=[CH:12][C:7]([C:8]([O:10][CH3:11])=[O:9])=[CH:6][N:5]=1)#[N:2], predict the reaction product. The product is: [NH2:2][CH2:1][CH2:3][C:4]1[CH:13]=[CH:12][C:7]([C:8]([O:10][CH3:11])=[O:9])=[CH:6][N:5]=1. (4) Given the reactants [CH2:1]([O:3][C:4]([C@H:6]1[CH2:15][C@@H:14]([NH2:16])[C:13]2[C:8](=[CH:9][C:10]([O:19][CH3:20])=[C:11]([O:17][CH3:18])[CH:12]=2)[N:7]1[C:21]([O:23][CH:24]([CH2:26][CH3:27])[CH3:25])=[O:22])=[O:5])[CH3:2].C(O)(=O)C.[F:32][C:33]([F:47])([F:46])[C:34]1[CH:35]=[C:36]([CH:39]=[C:40]([C:42]([F:45])([F:44])[F:43])[CH:41]=1)[CH:37]=O.C(O[BH-](OC(=O)C)OC(=O)C)(=O)C.[Na+], predict the reaction product. The product is: [CH2:1]([O:3][C:4]([C@H:6]1[CH2:15][C@@H:14]([NH:16][CH2:37][C:36]2[CH:39]=[C:40]([C:42]([F:44])([F:45])[F:43])[CH:41]=[C:34]([C:33]([F:32])([F:46])[F:47])[CH:35]=2)[C:13]2[C:8](=[CH:9][C:10]([O:19][CH3:20])=[C:11]([O:17][CH3:18])[CH:12]=2)[N:7]1[C:21]([O:23][CH:24]([CH2:26][CH3:27])[CH3:25])=[O:22])=[O:5])[CH3:2]. (5) Given the reactants CCN(C(C)C)C(C)C.OC(C(F)(F)F)=O.[NH2:17][CH2:18][C:19]([N:21]1[CH2:26][CH2:25][N:24]([C:27](=[O:38])[C:28]2[CH:33]=[CH:32][CH:31]=[CH:30][C:29]=2[C:34]([F:37])([F:36])[F:35])[CH2:23][CH2:22]1)=[O:20].C1C=CC2N(O)N=NC=2C=1.CCN=C=NCCCN(C)C.Cl.[F:61][C:62]1[CH:77]=[CH:76][CH:75]=[C:74]([F:78])[C:63]=1[O:64][C:65]1[CH:73]=[CH:72][C:68]([C:69](O)=[O:70])=[CH:67][CH:66]=1, predict the reaction product. The product is: [F:61][C:62]1[CH:77]=[CH:76][CH:75]=[C:74]([F:78])[C:63]=1[O:64][C:65]1[CH:73]=[CH:72][C:68]([C:69]([NH:17][CH2:18][C:19](=[O:20])[N:21]2[CH2:22][CH2:23][N:24]([C:27](=[O:38])[C:28]3[CH:33]=[CH:32][CH:31]=[CH:30][C:29]=3[C:34]([F:37])([F:35])[F:36])[CH2:25][CH2:26]2)=[O:70])=[CH:67][CH:66]=1. (6) Given the reactants [NH2:1][C:2]1[CH:10]=[CH:9][C:5]([C:6]([OH:8])=O)=[CH:4][N:3]=1.[CH2:11]([O:18][C:19]1[CH:26]=[CH:25][C:22]([CH2:23][NH2:24])=[CH:21][CH:20]=1)[C:12]1[CH:17]=[CH:16][CH:15]=[CH:14][CH:13]=1.F[P-](F)(F)(F)(F)F.N1([P+](N(C)C)(N(C)C)N(C)C)C2C=CC=CC=2N=N1.C(N(CC)CC)C, predict the reaction product. The product is: [NH2:1][C:2]1[CH:10]=[CH:9][C:5]([C:6]([NH:24][CH2:23][C:22]2[CH:25]=[CH:26][C:19]([O:18][CH2:11][C:12]3[CH:17]=[CH:16][CH:15]=[CH:14][CH:13]=3)=[CH:20][CH:21]=2)=[O:8])=[CH:4][N:3]=1.